Dataset: NCI-60 drug combinations with 297,098 pairs across 59 cell lines. Task: Regression. Given two drug SMILES strings and cell line genomic features, predict the synergy score measuring deviation from expected non-interaction effect. Drug 1: CC12CCC(CC1=CCC3C2CCC4(C3CC=C4C5=CN=CC=C5)C)O. Drug 2: CC1=C(N=C(N=C1N)C(CC(=O)N)NCC(C(=O)N)N)C(=O)NC(C(C2=CN=CN2)OC3C(C(C(C(O3)CO)O)O)OC4C(C(C(C(O4)CO)O)OC(=O)N)O)C(=O)NC(C)C(C(C)C(=O)NC(C(C)O)C(=O)NCCC5=NC(=CS5)C6=NC(=CS6)C(=O)NCCC[S+](C)C)O. Cell line: SK-MEL-5. Synergy scores: CSS=-5.19, Synergy_ZIP=-2.41, Synergy_Bliss=-6.51, Synergy_Loewe=-9.74, Synergy_HSA=-8.13.